This data is from Forward reaction prediction with 1.9M reactions from USPTO patents (1976-2016). The task is: Predict the product of the given reaction. (1) Given the reactants [H-].[Na+].[OH:3][C@@H:4]1[CH2:9][CH2:8][N:7]([C:10]([O:12][C:13]([CH3:16])([CH3:15])[CH3:14])=[O:11])[CH2:6][C@H:5]1[C:17]1[CH:22]=[CH:21][CH:20]=[CH:19][CH:18]=1.[CH3:23]I.O, predict the reaction product. The product is: [CH3:23][O:3][C@@H:4]1[CH2:9][CH2:8][N:7]([C:10]([O:12][C:13]([CH3:16])([CH3:15])[CH3:14])=[O:11])[CH2:6][C@H:5]1[C:17]1[CH:18]=[CH:19][CH:20]=[CH:21][CH:22]=1. (2) Given the reactants [CH3:1][O:2][C:3]([C:5]1[S:9][C:8]2[CH:10]=[C:11](Cl)[CH:12]=[CH:13][C:7]=2[C:6]=1[O:15][CH2:16][C:17]([O:19][C:20]([CH3:23])([CH3:22])[CH3:21])=[O:18])=[O:4].[S:24]1[CH:28]=[CH:27][CH:26]=[C:25]1B(O)O.[F-].[K+], predict the reaction product. The product is: [CH3:1][O:2][C:3]([C:5]1[S:9][C:8]2[CH:10]=[C:11]([C:25]3[S:24][CH:28]=[CH:27][CH:26]=3)[CH:12]=[CH:13][C:7]=2[C:6]=1[O:15][CH2:16][C:17]([O:19][C:20]([CH3:23])([CH3:22])[CH3:21])=[O:18])=[O:4]. (3) Given the reactants [Si]([O:8][C@@H:9]1[C:13]2([CH2:15][CH2:14]2)[C:12](=[O:16])[N:11]([C:17]2[CH:24]=[CH:23][C:20]([C:21]#[N:22])=[C:19]([C:25]([F:28])([F:27])[F:26])[CH:18]=2)[C@H:10]1[CH3:29])(C(C)(C)C)(C)C.CO.Cl.C(=O)([O-])O.[Na+], predict the reaction product. The product is: [OH:8][C@@H:9]1[C:13]2([CH2:15][CH2:14]2)[C:12](=[O:16])[N:11]([C:17]2[CH:24]=[CH:23][C:20]([C:21]#[N:22])=[C:19]([C:25]([F:28])([F:26])[F:27])[CH:18]=2)[C@H:10]1[CH3:29]. (4) Given the reactants O.[CH3:2][O:3][C:4]1[CH:9]=[CH:8][N+:7]([O-])=[CH:6][CH:5]=1.S([O-])([O-])(=O)=O.[Mg+2].COC1C=C[N+:22]([O-])=[CH:21]C=1.C[Si](C#N)(C)C.CN(C)C(Cl)=O, predict the reaction product. The product is: [C:21]([C:8]1[CH:9]=[C:4]([O:3][CH3:2])[CH:5]=[CH:6][N:7]=1)#[N:22]. (5) The product is: [NH2:1][C:2]1[N:7]2[N:8]=[CH:9][C:10]([C@@H:11]3[O:15][C@@:14]([CH2:18][OH:19])([CH:16]=[O:17])[C@@H:13]([O:20][Si:21]([C:24]([CH3:27])([CH3:26])[CH3:25])([CH3:22])[CH3:23])[CH2:12]3)=[C:6]2[N:5]=[CH:4][N:3]=1. Given the reactants [NH2:1][C:2]1[N:7]2[N:8]=[CH:9][C:10]([C@@H:11]3[O:15][C:14]([CH2:18][OH:19])([CH2:16][OH:17])[C@@H:13]([O:20][Si:21]([C:24]([CH3:27])([CH3:26])[CH3:25])([CH3:23])[CH3:22])[CH2:12]3)=[C:6]2[N:5]=[CH:4][N:3]=1, predict the reaction product. (6) Given the reactants [F:1][C:2]1[CH:3]=[CH:4][C:5]2[N:6]([C:8]([C:11]3[N:16]=[C:15]([NH:17][C@@H:18]4[CH2:23][CH2:22][CH2:21][N:20](C(OC(C)(C)C)=O)[CH2:19]4)[CH:14]=[C:13]([C:31]4[N:35]([CH3:36])[N:34]=[N:33][N:32]=4)[N:12]=3)=[CH:9][N:10]=2)[CH:7]=1.FC(F)(F)C(O)=O, predict the reaction product. The product is: [F:1][C:2]1[CH:3]=[CH:4][C:5]2[N:6]([C:8]([C:11]3[N:16]=[C:15]([NH:17][C@@H:18]4[CH2:23][CH2:22][CH2:21][NH:20][CH2:19]4)[CH:14]=[C:13]([C:31]4[N:35]([CH3:36])[N:34]=[N:33][N:32]=4)[N:12]=3)=[CH:9][N:10]=2)[CH:7]=1. (7) Given the reactants [C:1](Cl)(=[O:10])[C:2]1[CH:7]=[CH:6][CH:5]=[C:4]([O:8][CH3:9])[CH:3]=1.[NH2:12][C@@H:13]([CH2:17][CH2:18][CH:19]1[CH2:24][CH2:23][CH2:22][CH2:21][CH2:20]1)[C:14]([OH:16])=O.[CH2:25]([CH2:27][NH2:28])O.[CH3:29][O:30][C:31]1[CH:32]=[CH:33][CH:34]=[C:35]2[C:39]=1[NH:38][CH2:37][CH2:36]2, predict the reaction product. The product is: [CH:19]1([CH2:18][CH2:17][C@H:13]([NH:12][C:1](=[O:10])[C:2]2[CH:7]=[CH:6][CH:5]=[C:4]([O:8][CH3:9])[CH:3]=2)[C:14](=[O:16])[NH:28][CH2:27][CH2:25][N:38]2[C:39]3[C:35](=[CH:34][CH:33]=[CH:32][C:31]=3[O:30][CH3:29])[CH2:36][CH2:37]2)[CH2:24][CH2:23][CH2:22][CH2:21][CH2:20]1. (8) Given the reactants Cl.[CH3:2][O:3]CN.C([N:8]([CH2:11]C)CC)C.[F:13][C:14]1[CH:22]=[CH:21][C:17]([C:18](Cl)=[O:19])=[CH:16][CH:15]=1.O, predict the reaction product. The product is: [F:13][C:14]1[CH:22]=[CH:21][C:17]([C:18]([N:8]([O:3][CH3:2])[CH3:11])=[O:19])=[CH:16][CH:15]=1. (9) Given the reactants [F:1][C:2]1[C:7]([F:8])=[CH:6][CH:5]=[CH:4][C:3]=1[C:9]1[CH:17]=[CH:16][CH:15]=[C:14]2[C:10]=1/[C:11](=[CH:19]/[C:20]1[NH:21][C:22]([CH3:28])=[CH:23][C:24]=1[C:25](O)=[O:26])/[C:12](=[O:18])[NH:13]2.[CH3:29][NH:30][CH2:31][CH:32]([OH:39])[CH2:33][N:34]1[CH2:38][CH2:37][CH2:36][CH2:35]1.C(Cl)CCl.C1C=CC2N(O)N=NC=2C=1, predict the reaction product. The product is: [OH:39][CH:32]([CH2:33][N:34]1[CH2:35][CH2:36][CH2:37][CH2:38]1)[CH2:31][N:30]([CH3:29])[C:25]([C:24]1[CH:23]=[C:22]([CH3:28])[NH:21][C:20]=1/[CH:19]=[C:11]1\[C:12](=[O:18])[NH:13][C:14]2[C:10]\1=[C:9]([C:3]1[CH:4]=[CH:5][CH:6]=[C:7]([F:8])[C:2]=1[F:1])[CH:17]=[CH:16][CH:15]=2)=[O:26].